This data is from Catalyst prediction with 721,799 reactions and 888 catalyst types from USPTO. The task is: Predict which catalyst facilitates the given reaction. (1) Reactant: Br[CH2:2][C:3]([C:5]1[C:10]([O:11][CH3:12])=[CH:9][C:8]([O:13][CH3:14])=[CH:7][C:6]=1[O:15][CH3:16])=O.[NH2:17][C:18]([NH2:20])=[S:19]. Product: [CH3:16][O:15][C:6]1[CH:7]=[C:8]([O:13][CH3:14])[CH:9]=[C:10]([O:11][CH3:12])[C:5]=1[C:3]1[N:17]=[C:18]([NH2:20])[S:19][CH:2]=1. The catalyst class is: 14. (2) Reactant: Br[C:2]1[CH:3]=[C:4]([CH:17]=[CH:18][CH:19]=1)[C:5]([NH:7][CH:8]1[CH2:16][C:15]2[C:10](=[CH:11][CH:12]=[CH:13][CH:14]=2)[CH2:9]1)=[O:6].C([O-])(=O)C.[K+].Br[C:26]1[CH:27]=[N:28][CH:29]=[CH:30][CH:31]=1. Product: [CH2:9]1[C:10]2[C:15](=[CH:14][CH:13]=[CH:12][CH:11]=2)[CH2:16][CH:8]1[NH:7][C:5](=[O:6])[C:4]1[CH:17]=[CH:18][CH:19]=[C:2]([C:26]2[CH:27]=[N:28][CH:29]=[CH:30][CH:31]=2)[CH:3]=1. The catalyst class is: 39.